Dataset: Merck oncology drug combination screen with 23,052 pairs across 39 cell lines. Task: Regression. Given two drug SMILES strings and cell line genomic features, predict the synergy score measuring deviation from expected non-interaction effect. (1) Drug 1: C=CCn1c(=O)c2cnc(Nc3ccc(N4CCN(C)CC4)cc3)nc2n1-c1cccc(C(C)(C)O)n1. Drug 2: Cn1cc(-c2cnn3c(N)c(Br)c(C4CCCNC4)nc23)cn1. Cell line: COLO320DM. Synergy scores: synergy=37.4. (2) Drug 1: CN1C(=O)C=CC2(C)C3CCC4(C)C(NC(=O)OCC(F)(F)F)CCC4C3CCC12. Drug 2: CCC1(O)CC2CN(CCc3c([nH]c4ccccc34)C(C(=O)OC)(c3cc4c(cc3OC)N(C)C3C(O)(C(=O)OC)C(OC(C)=O)C5(CC)C=CCN6CCC43C65)C2)C1. Cell line: A2058. Synergy scores: synergy=33.9.